From a dataset of Catalyst prediction with 721,799 reactions and 888 catalyst types from USPTO. Predict which catalyst facilitates the given reaction. (1) Reactant: [Br:1]N1C(=O)CCC1=O.CN(C=O)C.[NH2:14][C:15]1[N:20]=[C:19]([NH:21][C@H:22]2[CH2:27][CH2:26][CH2:25][CH2:24][C@H:23]2[NH:28][C:29](=[O:35])[O:30][C:31]([CH3:34])([CH3:33])[CH3:32])[CH:18]=[CH:17][C:16]=1[C:36]([NH:38][C:39]([C:42]1[CH:47]=[CH:46][CH:45]=[CH:44][CH:43]=1)([CH3:41])[CH3:40])=[O:37].O. Product: [NH2:14][C:15]1[N:20]=[C:19]([NH:21][C@H:22]2[CH2:27][CH2:26][CH2:25][CH2:24][C@H:23]2[NH:28][C:29](=[O:35])[O:30][C:31]([CH3:34])([CH3:33])[CH3:32])[C:18]([Br:1])=[CH:17][C:16]=1[C:36]([NH:38][C:39]([C:42]1[CH:47]=[CH:46][CH:45]=[CH:44][CH:43]=1)([CH3:40])[CH3:41])=[O:37]. The catalyst class is: 13. (2) Reactant: [NH2:1][C:2]1[CH:3]=[CH:4][C:5]2[N:6]([CH2:15][CH3:16])[C:7]3[C:12]([C:13]=2[CH:14]=1)=[CH:11][CH:10]=[CH:9][CH:8]=3.[C:17]([O:21][C:22]([NH:24][CH2:25][CH2:26][CH2:27][C:28](O)=[O:29])=[O:23])([CH3:20])([CH3:19])[CH3:18].CCN(C(C)C)C(C)C.CN(C(ON1N=NC2C=CC=NC1=2)=[N+](C)C)C.F[P-](F)(F)(F)(F)F. The catalyst class is: 18. Product: [CH2:15]([N:6]1[C:5]2[CH:4]=[CH:3][C:2]([NH:1][C:28](=[O:29])[CH2:27][CH2:26][CH2:25][NH:24][C:22](=[O:23])[O:21][C:17]([CH3:18])([CH3:20])[CH3:19])=[CH:14][C:13]=2[C:12]2[C:7]1=[CH:8][CH:9]=[CH:10][CH:11]=2)[CH3:16]. (3) Reactant: [CH3:1][S:2](Cl)(=[O:4])=[O:3].C(N(CC)CC)C.[C:13]([N:20]1[CH2:23][CH:22]([OH:24])[CH2:21]1)([O:15][C:16]([CH3:19])([CH3:18])[CH3:17])=[O:14].C(=O)(O)[O-].[Na+]. Product: [CH3:1][S:2]([O:24][CH:22]1[CH2:23][N:20]([C:13]([O:15][C:16]([CH3:19])([CH3:18])[CH3:17])=[O:14])[CH2:21]1)(=[O:4])=[O:3]. The catalyst class is: 54. (4) Reactant: C(OC([N:8]1[CH2:11][CH:10]([CH2:12][C:13]2[N:14]([CH3:40])[C:15]3[C:20]([N:21]=2)=[C:19]([N:22]2[CH2:27][CH2:26][O:25][CH2:24][CH2:23]2)[N:18]=[C:17]([N:28]2[C:32]4[CH:33]=[CH:34][CH:35]=[CH:36][C:31]=4[N:30]=[C:29]2[C@@H:37]([OH:39])[CH3:38])[N:16]=3)[CH2:9]1)=O)(C)(C)C.C(O)(C(F)(F)F)=O. The catalyst class is: 2. Product: [NH:8]1[CH2:11][CH:10]([CH2:12][C:13]2[N:14]([CH3:40])[C:15]3[C:20]([N:21]=2)=[C:19]([N:22]2[CH2:27][CH2:26][O:25][CH2:24][CH2:23]2)[N:18]=[C:17]([N:28]2[C:32]4[CH:33]=[CH:34][CH:35]=[CH:36][C:31]=4[N:30]=[C:29]2[C@@H:37]([OH:39])[CH3:38])[N:16]=3)[CH2:9]1.